Dataset: NCI-60 drug combinations with 297,098 pairs across 59 cell lines. Task: Regression. Given two drug SMILES strings and cell line genomic features, predict the synergy score measuring deviation from expected non-interaction effect. (1) Drug 1: CN(C(=O)NC(C=O)C(C(C(CO)O)O)O)N=O. Drug 2: CC1CCCC2(C(O2)CC(NC(=O)CC(C(C(=O)C(C1O)C)(C)C)O)C(=CC3=CSC(=N3)C)C)C. Cell line: HL-60(TB). Synergy scores: CSS=49.6, Synergy_ZIP=-0.569, Synergy_Bliss=-1.38, Synergy_Loewe=-30.8, Synergy_HSA=-0.398. (2) Drug 1: COC1=C(C=C2C(=C1)N=CN=C2NC3=CC(=C(C=C3)F)Cl)OCCCN4CCOCC4. Drug 2: CC1=C(C(CCC1)(C)C)C=CC(=CC=CC(=CC(=O)O)C)C. Cell line: OVCAR3. Synergy scores: CSS=23.5, Synergy_ZIP=-5.27, Synergy_Bliss=-0.659, Synergy_Loewe=-7.43, Synergy_HSA=-3.94. (3) Drug 1: COC1=CC(=CC(=C1O)OC)C2C3C(COC3=O)C(C4=CC5=C(C=C24)OCO5)OC6C(C(C7C(O6)COC(O7)C8=CC=CS8)O)O. Drug 2: CC1CCCC2(C(O2)CC(NC(=O)CC(C(C(=O)C(C1O)C)(C)C)O)C(=CC3=CSC(=N3)C)C)C. Cell line: COLO 205. Synergy scores: CSS=36.5, Synergy_ZIP=-1.74, Synergy_Bliss=-1.99, Synergy_Loewe=-3.68, Synergy_HSA=-3.50. (4) Cell line: HS 578T. Drug 2: CC1C(C(CC(O1)OC2CC(CC3=C2C(=C4C(=C3O)C(=O)C5=CC=CC=C5C4=O)O)(C(=O)C)O)N)O. Drug 1: CCC1(CC2CC(C3=C(CCN(C2)C1)C4=CC=CC=C4N3)(C5=C(C=C6C(=C5)C78CCN9C7C(C=CC9)(C(C(C8N6C)(C(=O)OC)O)OC(=O)C)CC)OC)C(=O)OC)O.OS(=O)(=O)O. Synergy scores: CSS=49.9, Synergy_ZIP=-7.23, Synergy_Bliss=-4.86, Synergy_Loewe=-0.616, Synergy_HSA=0.612. (5) Drug 1: CN(C(=O)NC(C=O)C(C(C(CO)O)O)O)N=O. Drug 2: CC(C)CN1C=NC2=C1C3=CC=CC=C3N=C2N. Cell line: 786-0. Synergy scores: CSS=0.414, Synergy_ZIP=0.505, Synergy_Bliss=1.57, Synergy_Loewe=-0.346, Synergy_HSA=0.204. (6) Drug 1: C1=CC(=CC=C1C#N)C(C2=CC=C(C=C2)C#N)N3C=NC=N3. Drug 2: COCCOC1=C(C=C2C(=C1)C(=NC=N2)NC3=CC=CC(=C3)C#C)OCCOC.Cl. Cell line: SR. Synergy scores: CSS=-2.31, Synergy_ZIP=2.06, Synergy_Bliss=2.06, Synergy_Loewe=-2.07, Synergy_HSA=-1.40. (7) Drug 1: CC(C)NC(=O)C1=CC=C(C=C1)CNNC.Cl. Drug 2: CCC1(C2=C(COC1=O)C(=O)N3CC4=CC5=C(C=CC(=C5CN(C)C)O)N=C4C3=C2)O.Cl. Cell line: NCI-H522. Synergy scores: CSS=4.73, Synergy_ZIP=-12.8, Synergy_Bliss=-24.6, Synergy_Loewe=-64.1, Synergy_HSA=-24.0.